From a dataset of B-cell epitopes from IEDB database with 3,159 antigens for binding position prediction. Token-level Classification. Given an antigen amino acid sequence, predict which amino acid positions are active epitope sites capable of antibody binding. Output is a list of indices for active positions. (1) Given the antigen sequence: MALGRVGLAVGLWGLLWVGVVVVLANASPGRTITVGPRGNASNAAPSASPRNASAPRTTPTPPQPRKATKSKASTAKPAPPPKTGPPKTSSEPVRCNRHDPLARYGSRVQIRCRFPNSTRTESRLQIWRYATATDAEIGTAPSLEEVMVNVSAPPGGQLVYDSAPNRTDPHVIWAEGAGPGASPRLYSVVGPLGRQRPIIEELTLETQGMYYWVWGRTDRPSAYGTWVRVRVFRPPSLTIHPHAVLEGQPFKATCTAATYYPGNRAEFVWFEDGRRVFDPAQIHTQTQENPDGFSTVSTVTSAAVGGQGPPRTFTCQLTWHRDSVSFSRRNASGTASVLPRPTITMEFTGDHAVCTAGCVPEGVTFAWFLGDDSSPAEKVAVASQTSCGRPGTATIRSTLPVSYEQTEYICRLAGYPDGIPVLEHHGSHQPPPRDPTERQVIRAVEGAGIGVAVLVAVVLAGTAVVYLTHASSVRYRRLR, which amino acid positions are active epitope sites? The epitope positions are: [215, 216, 217, 218, 219, 220, 221, 222]. The amino acids at these positions are: GRTDRPSA. (2) Given the antigen sequence: MRKKQKLPFDKLAIALMSTSILLNAQSDIKANTVTEDTPATEQAVEIPQPTAVSEEAPSSSKETKTPQTPSDAEETVADDANDLARQAPAKIADTPATSKATIRDLNDPSQVKTLQEKAGKGAGTVVAVIDAGFDKNHEAWRLTDKTKARYQSKEDLEKAKKEHGITYGEWVNDKVAYYHDYSKDGKTAVDQEHGTHVSGILSGNAPSETKEPYRLEGAMPEAQLLLMRVEIVNGLADYARNYAQAIRDAVNLGAKVINMSFGNAALAYANLPDETKKAFDYAKSKGVSIVTSAGNDSSFGGKTRLPLADHPDYGVVGTPAAADSTLTVASYSPDKQLTETATVKTDDQQAKEMPVLSTNRFEPNKAYDYAYANRGMKEDDFKDVKGKIALIERGDIDFKDKIANAKKAGAVGVLIYDNQDKGFPIELPNVDQMPAAFISRKDGLLLKDNPQKNITFNATPKVLPTASGTKLSRFSSWGLTADGNIKPDIAAPGQDILSS..., which amino acid positions are active epitope sites? The epitope positions are: [1061, 1062, 1063, 1064, 1065, 1066, 1067, 1068, 1069, 1070, 1071, 1072, 1073, 1074, 1075]. The amino acids at these positions are: PDKKPETKPEQDGSG. (3) Given the antigen sequence: MASKESKPSRTTRRGMEPPLRETWNQVLQELVKRQQQEEEEQQGLVSGKKKSWVSIDLLGTEGKDIKKVNIWEPCEKWFAQVVWGVLWVLQIVLWGCLMWEVRKGNQCQAEEVIALVSDPGGFQRVQHVETVPVTCVTKNFTQWGCQPEGAYPDPELEYRNISREILEEVYKQDWPWNTYHWPLWQMENMRQWMKENEKEYKERTNKTKEDIDDLVAGRIRGRFCVPYPYALLRCEEWCWYPESINQETGHAEKIKINCTKAKAVSCTEKMSLAAVQRVYWEKEDEESMKFLNIKACNISLRCQDEGKSPGGCVQGYPIPKGAEIIPEAMKYLRGKKSRYGGIKDKNGELKLPLSVRVWVRMANLSGWVNGTPPYWSARINGSTGINGTRWYGIGTLHHLGCNISSNPERGICNFTGELWIGGDKFPYYYTPSWNCSQNWTGHPVWHVFRYLDMTEHMTSRCIQRPKRHNITVGNGTITGNCSVTNWDGCNCTRSGNHLY..., which amino acid positions are active epitope sites? The epitope positions are: [560, 561, 562, 563, 564, 565, 566, 567, 568, 569, 570, 571]. The amino acids at these positions are: KCSLPHRNESNK. (4) Given the antigen sequence: MATIHRLPSLVFLVLLALGVCSARRALLTLDAGYGLGHGTGGGYGGAAGSYGGGGGGGSGGGGGYAGEHGVVGYGGGSGGGQGGGVGYGGDQGAGYGGGGGSGGGGGVAYGGGGERGGYGGGQGGGAGGGYGAGGEHGIGYGGGGGSGAGGGGGYNAGGAQGGGYGTGGGAGGGGGGGGDHGGGYGGGQGAGGGAGGGYGGGGEHGGGGGGGQGGGAGGGYGAGGEHGGGAGGGQGGGAGGGYGAGGEHGGGAGGGQGGGAGGGYGAGGEHGGGAGGGQGGGAGGGYGAGGEHGGGAGGGQGGGAGGGYGAGGEHGGGGGGGQGGGAGGGYAAVGEHGGGYGGGQGGGDGGGYGTGGEHGGGYGGGQGGGAGGGYGTGGEHGGGYGGGQGGGGGYGAGGDHGAAGYGGGEGGGGGSGGGYGDGGAHGGGYGGGAGGGGGYGAGGAHGGGYGGGGGIGGGHGGNVP, which amino acid positions are active epitope sites? The epitope positions are: [417, 418, 419, 420, 421, 422, 423, 424, 425, 426, 427, 428, 429, 430, 431]. The amino acids at these positions are: GGYGDGGAHGGGYGG. (5) Given the antigen sequence: MTTTFIISYIILALIIVGVINLFLIRSRKKGKRQQKEQQFTTRQSNQSKFKASDLDKTTDQSTQRMTHEELRVDNQDDHSQVSLNGYTKGSEKDQEAFTNNKDEEAVAAKNPESEEYKVNEKIKKEHKNFIFGEGVSRGKILAALLFGMFIAILNQTLLNVALPKINTEFNISASTGQWLMTGFMLVNGILIPITAYLFNKYSYRKLFLVALVLFTIGSLICAISMNFPIMMVGRVLQAIGAGVLMPLGSIVIITIYPPEKRGAAMGTMGIAMILAPAIGPTLSGYIVQNYHWNVMFYGMFIIGIIAILIGFVWFKLYQYTTNPKADIPGIIFSTIGFGALLYGFSEAGNKGWGSVEIETMFAIGIIFIILFVIRELRMKSPMLNLEVLKFPTFTLTTIINMVVMLSLYGGMILLPIYLQNLRGFSALDSGLLLLPGSLIMGLLGPFAGKLLDTIGLKPLAIFGIAVMTYATWELTKLNMDTPYMTIMGIYVLRSFGMAF..., which amino acid positions are active epitope sites? The epitope positions are: [204, 205, 206, 207, 208, 209, 210, 211, 212, 213, 214, 215, 216, 217, 218, 219, 220, 221, 222, 223]. The amino acids at these positions are: RKLFLVALVLFTIGSLICAI. (6) Given the antigen sequence: GSMSRSESRKNRGGREEILEQWVAGRKKLEELERDLRKTKKKLKKIEDENPWLGNIKGILGKKDKDGEGAPPAKRARTDQMEVDSGPRKRPLRGGFTDKERQDHRRRKALENKKKQLSAGGKNLSKEEEEELRRLTEEDERRERRVAGPPVGGVIPLEGGSRGAPGGGFVPSLQGVPESPFSRTGEGLDIRGNRGFP, which amino acid positions are active epitope sites? The epitope positions are: [107, 108, 109, 110, 111, 112, 113, 114, 115, 116, 117, 118, 119, 120, 121, 122, 123, 124]. The amino acids at these positions are: KALENKKKQLSAGGKNLS. (7) Given the antigen sequence: MTQFLPPNLLALFAPRDPIPYLPPLEKLPHEKHHNQPYCGIAPYIREFEDPRDAPPPTRAETREERMERKRREKIERRQQEVETELKMWDPHNDPNAQGDAFKTLFVARVNYDTTESKLRREFEVYGPIKRIHMVYSKRSGKPRGYAFIEYEHERDMHSAYKHADGKKIDGRRVLVDVERGRTVKGWRPRRLGGGLGGTRRGGADVNIRHSGRDDTSRYDERPGPSPLPHRDRDRDRERERRERSRERDKERERRRSRSRDRRRRSRSRDKDERRRSRERSKDKDRDRKRRSSRSRERARRERERKEELRGGGGGGGGGSGGGGGGDMAEPSEAGDGAPDDGPPGELGPEGPDGPEEKGRDRDRERRRSHRSERERRRDRDRDRDREHKRGERGSERGRDEARGGGGSGQDNGLEGLGSDGRDMYMEAEGGDGYMAPENGYLMEAAPE, which amino acid positions are active epitope sites? The epitope positions are: [130, 131, 132, 133, 134, 135, 136, 137, 138, 139, 140, 141, 142, 143, 144, 145, 146, 147, 148, 149... (21 total positions)]. The amino acids at these positions are: RIHMVYSKRSGKPRGYAFIEY. (8) Given the antigen sequence: MATTLEEFSAKLDRLDAEFAKKMEEQNKKFFADKPDESTLSPEMKEHYEKFEKMIQEHTDKFNKKMHEHSEHFKAKFAELLEQQKNAQFPG, which amino acid positions are active epitope sites? The epitope positions are: [35, 36, 37, 38, 39, 40, 41, 42, 43, 44, 45, 46, 47, 48, 49]. The amino acids at these positions are: DESTLSPEMKEHYEK. (9) Given the antigen sequence: MNMSRQGIFQTVGSGLDHILSLADIEEEQMIQSVDRTAVTGASYFTSVDQSSVHTAEVGSHQVEPLRTSVDKPGSKKTQGEKFFLIHSADWLTTHALFHEVAKLDVVKLLYNEQFAVQGLLRYHTYARFGIEIQVQINPTPFQQGGLICAMVPGDQSYGSIASLTVYPHGLLNCNINNVVRIKVPFIYTRGAYHFKDPQYPVWELTIRVWSELNIGTGTSAYTSLNVLARFTDLELHGLTPLSTQMMRNEFRVSTTENVVNLSNYEDARAKMSFALDQEDWKSDPSQGGGIKITHFTTWTSIPTLAAQFPFNASDSVGQQIKVIPVDPYFFQMTNTNPDQKCITALASICQMFCFWRGDLVFDFQVFPTKYHSGRLLFCFVPGNELIDVSGITLKQATTAPCAVMDITGVQSTLRFRVPWISDTPYRVNRYTKSAHQKGEYTAIGKLIVYCYNRLTSPSNVASHVRVNVYLSAINLECFAPLYHAMDVTTQVGDDSGGFS..., which amino acid positions are active epitope sites? The epitope positions are: [519, 520, 521, 522, 523, 524, 525, 526, 527, 528, 529, 530, 531]. The amino acids at these positions are: KDLKGKANRGKMD.